Dataset: Forward reaction prediction with 1.9M reactions from USPTO patents (1976-2016). Task: Predict the product of the given reaction. (1) Given the reactants [CH3:1][N:2]([CH3:10])[C:3](=[O:9])[C@H:4]([CH:6]([CH3:8])[CH3:7])[NH2:5].[Cl:11][C:12]1[CH:13]=[C:14]([NH:19][CH:20]([C:22](O)=[O:23])[CH3:21])[CH:15]=[CH:16][C:17]=1[Cl:18], predict the reaction product. The product is: [CH3:1][N:2]([CH3:10])[C:3](=[O:9])[C@H:4]([CH:6]([CH3:8])[CH3:7])[NH:5][C:22](=[O:23])[CH:20]([CH3:21])[NH:19][C:14]1[CH:15]=[CH:16][C:17]([Cl:18])=[C:12]([Cl:11])[CH:13]=1. (2) Given the reactants Br[C:2]1[N:7]2[CH:8]=[CH:9][N:10]=[C:6]2[C:5]([NH:11][C:12]2[CH:17]=[CH:16][C:15]([N:18]3[CH2:23][CH2:22][N:21]([CH3:24])[CH2:20][CH2:19]3)=[C:14]([Cl:25])[CH:13]=2)=[N:4][CH:3]=1.CC1(C)C(C)(C)OB([C:34]2[CH:42]=[CH:41][C:37]([C:38]([NH2:40])=[O:39])=[CH:36][CH:35]=2)O1.C([O-])([O-])=O.[Na+].[Na+], predict the reaction product. The product is: [Cl:25][C:14]1[CH:13]=[C:12]([NH:11][C:5]2[C:6]3[N:7]([CH:8]=[CH:9][N:10]=3)[C:2]([C:34]3[CH:42]=[CH:41][C:37]([C:38]([NH2:40])=[O:39])=[CH:36][CH:35]=3)=[CH:3][N:4]=2)[CH:17]=[CH:16][C:15]=1[N:18]1[CH2:23][CH2:22][N:21]([CH3:24])[CH2:20][CH2:19]1. (3) Given the reactants O.[OH-].[Li+].C[O:5][C:6](=[O:36])[CH2:7][C:8]1[C:17]([CH3:18])=[C:16]([C:19]2[CH:24]=[CH:23][C:22]([S:25]([C:28]3[CH:33]=[CH:32][CH:31]=[C:30]([Cl:34])[CH:29]=3)(=[O:27])=[O:26])=[CH:21][CH:20]=2)[C:15]2[C:10](=[CH:11][CH:12]=[C:13]([F:35])[CH:14]=2)[CH:9]=1, predict the reaction product. The product is: [Cl:34][C:30]1[CH:29]=[C:28]([S:25]([C:22]2[CH:21]=[CH:20][C:19]([C:16]3[C:15]4[C:10](=[CH:11][CH:12]=[C:13]([F:35])[CH:14]=4)[CH:9]=[C:8]([CH2:7][C:6]([OH:36])=[O:5])[C:17]=3[CH3:18])=[CH:24][CH:23]=2)(=[O:27])=[O:26])[CH:33]=[CH:32][CH:31]=1. (4) Given the reactants [CH2:1]([C:5]1[N:6]([CH2:13][C:14]2[CH:23]=[CH:22][C:17]([C:18]([O:20][CH3:21])=[O:19])=[CH:16][CH:15]=2)[C:7]([CH:11]=[O:12])=[C:8](Cl)[N:9]=1)[CH2:2][CH2:3][CH3:4].C([O-])(=O)C.[K+], predict the reaction product. The product is: [CH2:1]([C:5]1[N:6]([CH2:13][C:14]2[CH:15]=[CH:16][C:17]([C:18]([O:20][CH3:21])=[O:19])=[CH:22][CH:23]=2)[C:7]([CH:11]=[O:12])=[CH:8][N:9]=1)[CH2:2][CH2:3][CH3:4]. (5) The product is: [CH2:30]([NH:32][S:15]([C:11]1[CH:12]=[CH:13][CH:14]=[C:9]([C:7]2[CH:6]=[C:5]([NH:19][CH2:20][CH2:21][C:22]3[CH:27]=[CH:26][C:25]([O:28][CH3:29])=[CH:24][CH:23]=3)[N:4]=[C:3]([O:2][CH3:1])[N:8]=2)[CH:10]=1)(=[O:17])=[O:16])[CH3:31]. Given the reactants [CH3:1][O:2][C:3]1[N:8]=[C:7]([C:9]2[CH:10]=[C:11]([S:15](Cl)(=[O:17])=[O:16])[CH:12]=[CH:13][CH:14]=2)[CH:6]=[C:5]([NH:19][CH2:20][CH2:21][C:22]2[CH:27]=[CH:26][C:25]([O:28][CH3:29])=[CH:24][CH:23]=2)[N:4]=1.[CH2:30]([N:32](CC)CC)[CH3:31].C(N)C.O, predict the reaction product. (6) Given the reactants [Br:1][C:2]1[CH:3]=[C:4]([CH:6]=[CH:7][CH:8]=1)[NH2:5].[I:9][C:10]1[CH:19]=[CH:18]C2C(=CC=CC=2)N=1.N1C2C(=CC=CC=2)C=CC=1, predict the reaction product. The product is: [Br:1][C:2]1[CH:3]=[C:4]2[C:6]([C:10]([I:9])=[CH:19][CH:18]=[N:5]2)=[CH:7][CH:8]=1. (7) Given the reactants [CH3:1][C:2]1([CH3:10])[CH2:9][C:7](=O)[CH2:6][C:4](=[O:5])[CH2:3]1.[F:11][C:12]([F:27])([F:26])[C:13]1[CH:18]=[CH:17][C:16]([C:19]2[C:23]([CH:24]=O)=[CH:22][NH:21][N:20]=2)=[CH:15][CH:14]=1.[C:28]([O:34][CH:35]([CH3:37])[CH3:36])(=[O:33])[CH2:29][C:30]([CH3:32])=O.C([O-])(=O)C.[NH4+:42], predict the reaction product. The product is: [CH3:32][C:30]1[NH:42][C:7]2[CH2:9][C:2]([CH3:1])([CH3:10])[CH2:3][C:4](=[O:5])[C:6]=2[CH:24]([C:23]2[C:19]([C:16]3[CH:17]=[CH:18][C:13]([C:12]([F:27])([F:26])[F:11])=[CH:14][CH:15]=3)=[N:20][NH:21][CH:22]=2)[C:29]=1[C:28]([O:34][CH:35]([CH3:37])[CH3:36])=[O:33].